From a dataset of Forward reaction prediction with 1.9M reactions from USPTO patents (1976-2016). Predict the product of the given reaction. Given the reactants Br[C:2]1[C:10]2[C:5](=[CH:6][CH:7]=[CH:8][CH:9]=2)[NH:4][N:3]=1.[CH2:11]([Sn](CCCC)(CCCC)C=C)[CH2:12]CC, predict the reaction product. The product is: [CH:11]([C:2]1[C:10]2[C:5](=[CH:6][CH:7]=[CH:8][CH:9]=2)[NH:4][N:3]=1)=[CH2:12].